From a dataset of Reaction yield outcomes from USPTO patents with 853,638 reactions. Predict the reaction yield, written as a fraction of the theoretical maximum amount of product (1.0 means a 100% yield; for example, 0.34 means a 34% yield). (1) The reactants are [C:1]([O:5][C:6](=[O:26])[NH:7][C:8]12[CH2:15][CH:14]3[CH2:16][C:10]([CH2:17][O:18]CC4C=CC=CC=4)([CH2:11][CH:12]1[CH2:13]3)[CH2:9]2)([CH3:4])([CH3:3])[CH3:2]. The catalyst is CO.[Pd]. The product is [C:1]([O:5][C:6](=[O:26])[NH:7][C:8]12[CH2:15][CH:14]3[CH2:16][C:10]([CH2:17][OH:18])([CH2:11][CH:12]1[CH2:13]3)[CH2:9]2)([CH3:4])([CH3:2])[CH3:3]. The yield is 0.950. (2) The reactants are [CH3:1][C:2]1([CH3:15])[CH2:14][C:5]2[S:6][C:7]([C:9]([O:11]CC)=[O:10])=[CH:8][C:4]=2[CH2:3]1.C1COCC1.[OH-].[Li+].Cl. The catalyst is C(O)C.O. The product is [CH3:1][C:2]1([CH3:15])[CH2:14][C:5]2[S:6][C:7]([C:9]([OH:11])=[O:10])=[CH:8][C:4]=2[CH2:3]1. The yield is 0.910. (3) The reactants are [CH3:1][N:2]([CH3:40])[C:3]1[C:8]([CH2:9][C:10]([O:12]C)=[O:11])=[C:7]([N:14]2[CH2:19][CH2:18][O:17][CH2:16][CH2:15]2)[N:6]=[C:5]([CH2:20][C:21]2[CH:26]=[CH:25][C:24]([NH:27][C:28]([C:30]3[CH:39]=[CH:38][C:37]4[C:32](=[CH:33][CH:34]=[CH:35][CH:36]=4)[CH:31]=3)=[O:29])=[CH:23][CH:22]=2)[N:4]=1.[OH-].[Na+]. The catalyst is CO. The product is [CH3:40][N:2]([CH3:1])[C:3]1[C:8]([CH2:9][C:10]([OH:12])=[O:11])=[C:7]([N:14]2[CH2:19][CH2:18][O:17][CH2:16][CH2:15]2)[N:6]=[C:5]([CH2:20][C:21]2[CH:22]=[CH:23][C:24]([NH:27][C:28]([C:30]3[CH:39]=[CH:38][C:37]4[C:32](=[CH:33][CH:34]=[CH:35][CH:36]=4)[CH:31]=3)=[O:29])=[CH:25][CH:26]=2)[N:4]=1. The yield is 0.640. (4) The reactants are [CH3:1][O:2][C:3]1[CH:4]=[C:5]([CH2:11][CH2:12][C:13]2[N:14]=[C:15]3[CH:21]=[C:20]([C:22]4[CH:27]=[CH:26][C:25]([N:28]5[CH2:33][CH2:32][N:31]([CH3:34])[CH2:30][CH2:29]5)=[CH:24][CH:23]=4)[NH:19][C:16]3=[N:17][CH:18]=2)[CH:6]=[C:7]([O:9][CH3:10])[CH:8]=1.[Br:35]N1C(=O)CCC1=O. The catalyst is C(Cl)Cl. The product is [Br:35][C:21]1[C:15]2[C:16](=[N:17][CH:18]=[C:13]([CH2:12][CH2:11][C:5]3[CH:4]=[C:3]([O:2][CH3:1])[CH:8]=[C:7]([O:9][CH3:10])[CH:6]=3)[N:14]=2)[NH:19][C:20]=1[C:22]1[CH:23]=[CH:24][C:25]([N:28]2[CH2:29][CH2:30][N:31]([CH3:34])[CH2:32][CH2:33]2)=[CH:26][CH:27]=1. The yield is 0.780.